From a dataset of Full USPTO retrosynthesis dataset with 1.9M reactions from patents (1976-2016). Predict the reactants needed to synthesize the given product. (1) Given the product [Cl:13][C:14]1[N:15]=[N:16][C:17]([C:4]2[CH:5]=[CH:6][C:7]([O:8][CH3:9])=[C:2]([F:1])[CH:3]=2)=[CH:18][CH:19]=1, predict the reactants needed to synthesize it. The reactants are: [F:1][C:2]1[CH:3]=[C:4](B(O)O)[CH:5]=[CH:6][C:7]=1[O:8][CH3:9].[Cl:13][C:14]1[N:15]=[N:16][C:17](Cl)=[CH:18][CH:19]=1. (2) Given the product [NH2:14][C:13]1[C:12](=[N:11][NH:10][C:4]2[CH:5]=[CH:6][C:7]([O:32][CH3:18])=[C:2]([Cl:1])[CH:3]=2)[C:15]([NH2:16])=[N:34][N:33]=1, predict the reactants needed to synthesize it. The reactants are: [Cl:1][C:2]1[CH:3]=[C:4]([NH:10][N:11]=[C:12]([C:15]#[N:16])[C:13]#[N:14])[CH:5]=[CH:6][C:7]=1OC.Cl[C:18]1C=C(C=CC=1N)OC.C(#N)CC#N.[OH2:32].[NH2:33][NH2:34]. (3) Given the product [F:24][C:21]1[CH:22]=[CH:23][C:18]([CH2:17][N:15]([CH3:16])[C:13](=[O:14])[C@@H:12]([NH:11][C:9]([C:7]2[S:8][C:4]3[CH:3]=[C:2]([NH:1][C:43](=[O:44])[C:42]4[CH:46]=[CH:47][CH:48]=[CH:49][C:41]=4[C:39]4[N:40]=[C:34]5[N:35]([CH:38]=4)[CH:36]=[CH:37][S:33]5)[CH:32]=[CH:31][C:5]=3[N:6]=2)=[O:10])[C:25]2[CH:30]=[CH:29][CH:28]=[CH:27][CH:26]=2)=[CH:19][CH:20]=1, predict the reactants needed to synthesize it. The reactants are: [NH2:1][C:2]1[CH:32]=[CH:31][C:5]2[N:6]=[C:7]([C:9]([NH:11][C@@H:12]([C:25]3[CH:30]=[CH:29][CH:28]=[CH:27][CH:26]=3)[C:13]([N:15]([CH2:17][C:18]3[CH:23]=[CH:22][C:21]([F:24])=[CH:20][CH:19]=3)[CH3:16])=[O:14])=[O:10])[S:8][C:4]=2[CH:3]=1.[S:33]1[CH:37]=[CH:36][N:35]2[CH:38]=[C:39]([C:41]3[CH:49]=[CH:48][CH:47]=[CH:46][C:42]=3[C:43](O)=[O:44])[N:40]=[C:34]12.CN(C(ON1N=NC2C=CC=NC1=2)=[N+](C)C)C.F[P-](F)(F)(F)(F)F.CCN(C(C)C)C(C)C.